The task is: Predict the reaction yield, written as a fraction of the theoretical maximum amount of product (1.0 means a 100% yield; for example, 0.34 means a 34% yield).. This data is from Reaction yield outcomes from USPTO patents with 853,638 reactions. (1) The reactants are Cl.[F:2][C:3]([F:20])([F:19])[C:4]1[CH:5]=[C:6]([CH:16]=[CH:17][CH:18]=1)[CH2:7][O:8][N:9]=[C:10]1[CH2:15][CH2:14][NH:13][CH2:12][CH2:11]1.C(N(CC)CC)C.[CH2:28]([C:32]1[CH:37]=[CH:36][C:35]([S:38](Cl)(=[O:40])=[O:39])=[CH:34][CH:33]=1)[CH2:29][CH2:30][CH3:31].C([O-])(O)=O.[Na+]. The catalyst is ClCCl. The product is [F:20][C:3]([F:2])([F:19])[C:4]1[CH:5]=[C:6]([CH:16]=[CH:17][CH:18]=1)[CH2:7][O:8][N:9]=[C:10]1[CH2:15][CH2:14][N:13]([S:38]([C:35]2[CH:36]=[CH:37][C:32]([CH2:28][CH2:29][CH2:30][CH3:31])=[CH:33][CH:34]=2)(=[O:40])=[O:39])[CH2:12][CH2:11]1. The yield is 0.920. (2) The reactants are Br[C:2]1[CH:3]=[N:4][CH:5]=[C:6]([C:8]([CH3:16])([CH3:15])[O:9][SiH2:10][C:11]([CH3:14])([CH3:13])[CH3:12])[CH:7]=1.C([Li])CCC.[F:22][C:23]1[CH:34]=[CH:33][C:26]([C:27](N(OC)C)=[O:28])=[CH:25][CH:24]=1. The catalyst is CCOCC. The product is [C:11]([SiH2:10][O:9][C:8]([CH3:16])([CH3:15])[C:6]1[CH:7]=[C:2]([C:27]([C:26]2[CH:33]=[CH:34][C:23]([F:22])=[CH:24][CH:25]=2)=[O:28])[CH:3]=[N:4][CH:5]=1)([CH3:14])([CH3:13])[CH3:12]. The yield is 0.690.